Predict the reactants needed to synthesize the given product. From a dataset of Full USPTO retrosynthesis dataset with 1.9M reactions from patents (1976-2016). (1) Given the product [NH2:6][C:7]1[CH:15]=[CH:14][C:10]([C:11]([O-:13])=[O:12])=[CH:9][CH:8]=1.[Ag+:5], predict the reactants needed to synthesize it. The reactants are: [N+]([O-])([O-])=O.[Ag+:5].[NH2:6][C:7]1[CH:15]=[CH:14][C:10]([C:11]([O-:13])=[O:12])=[CH:9][CH:8]=1.[Na+]. (2) Given the product [Cl:3][C:4]1[CH:20]=[CH:19][C:7]([N:8]([CH2:24][CH3:25])[S:9]([C:12]2[CH:13]=[CH:14][C:15]([CH3:18])=[CH:16][CH:17]=2)(=[O:11])=[O:10])=[C:6]([N+:21]([O-:23])=[O:22])[CH:5]=1, predict the reactants needed to synthesize it. The reactants are: [H-].[Na+].[Cl:3][C:4]1[CH:20]=[CH:19][C:7]([NH:8][S:9]([C:12]2[CH:17]=[CH:16][C:15]([CH3:18])=[CH:14][CH:13]=2)(=[O:11])=[O:10])=[C:6]([N+:21]([O-:23])=[O:22])[CH:5]=1.[CH2:24](I)[CH3:25].O. (3) The reactants are: [CH3:1][O:2][C:3]1[C:12]2[C:7](=[CH:8][CH:9]=[CH:10][CH:11]=2)[C:6]([O:13][CH3:14])=[C:5]([CH3:15])[C:4]=1/[CH:16]=[C:17](\[CH2:23][CH2:24][CH2:25][CH2:26][CH2:27][CH2:28][CH2:29][CH2:30][CH3:31])/[C:18]([O:20]CC)=[O:19].COC1C2C(=CC=CC=2)C(OC)=CC=1/C=C(\C)/C(O)=O. Given the product [CH3:1][O:2][C:3]1[C:12]2[C:7](=[CH:8][CH:9]=[CH:10][CH:11]=2)[C:6]([O:13][CH3:14])=[C:5]([CH3:15])[C:4]=1/[CH:16]=[C:17](\[CH2:23][CH2:24][CH2:25][CH2:26][CH2:27][CH2:28][CH2:29][CH2:30][CH3:31])/[C:18]([OH:20])=[O:19], predict the reactants needed to synthesize it. (4) Given the product [CH2:1]([O:8][C:9](=[O:22])[N:10]([CH2:11][CH2:12][NH2:13])[CH2:20][CH3:21])[C:2]1[CH:7]=[CH:6][CH:5]=[CH:4][CH:3]=1, predict the reactants needed to synthesize it. The reactants are: [CH2:1]([O:8][C:9](=[O:22])[N:10]([CH2:20][CH3:21])[CH2:11][CH2:12][NH:13]C(=O)C(F)(F)F)[C:2]1[CH:7]=[CH:6][CH:5]=[CH:4][CH:3]=1.[Li+].[OH-]. (5) Given the product [NH2:1][C:2]1[N:11]=[C:10]([C:12]([N:14]2[CH2:22][C:21]3[C:16](=[CH:17][CH:18]=[CH:19][CH:20]=3)[CH2:15]2)=[O:13])[C:9]2[C:4](=[CH:5][CH:6]=[C:7]([C:23]3[CH:28]=[C:27]([F:29])[CH:26]=[CH:25][C:24]=3[CH2:30][N:38]3[CH2:43][CH2:42][CH:41]([OH:44])[CH2:40][CH2:39]3)[CH:8]=2)[N:3]=1, predict the reactants needed to synthesize it. The reactants are: [NH2:1][C:2]1[N:11]=[C:10]([C:12]([N:14]2[CH2:22][C:21]3[C:16](=[CH:17][CH:18]=[CH:19][CH:20]=3)[CH2:15]2)=[O:13])[C:9]2[C:4](=[CH:5][CH:6]=[C:7]([C:23]3[CH:28]=[C:27]([F:29])[CH:26]=[CH:25][C:24]=3[CH2:30]Cl)[CH:8]=2)[N:3]=1.C(=O)([O-])[O-].[Cs+].[Cs+].[NH:38]1[CH2:43][CH2:42][CH:41]([OH:44])[CH2:40][CH2:39]1. (6) Given the product [Cl:1][C:2]1[CH:3]=[C:4]2[C:8](=[CH:9][CH:10]=1)[NH:7][C:6]([S:11]([N:14]1[CH2:19][CH2:18][N:17]([C:20]([C:22]3[N:27]=[CH:26][C:25]([C:28]4[CH:33]=[CH:32][CH:31]=[CH:30][N+:29]=4[O-:44])=[CH:24][N:23]=3)=[O:21])[CH:16]([CH2:34][CH3:35])[CH2:15]1)(=[O:13])=[O:12])=[CH:5]2, predict the reactants needed to synthesize it. The reactants are: [Cl:1][C:2]1[CH:3]=[C:4]2[C:8](=[CH:9][CH:10]=1)[NH:7][C:6]([S:11]([N:14]1[CH2:19][CH2:18][N:17]([C:20]([C:22]3[N:27]=[CH:26][C:25]([C:28]4[CH:33]=[CH:32][CH:31]=[CH:30][N:29]=4)=[CH:24][N:23]=3)=[O:21])[CH:16]([CH2:34][CH3:35])[CH2:15]1)(=[O:13])=[O:12])=[CH:5]2.ClC1C=CC=C(C(OO)=[O:44])C=1.S([O-])([O-])=O.[Na+].[Na+].C(=O)(O)[O-].[Na+]. (7) Given the product [CH2:3]([O:5][C:6]([C:8]1[N:9]([CH2:17][CH3:18])[N:10]=[C:11]([C:13]([CH3:15])([CH3:14])[CH3:16])[CH:12]=1)=[O:7])[CH3:4], predict the reactants needed to synthesize it. The reactants are: [H-].[Na+].[CH2:3]([O:5][C:6]([C:8]1[CH:12]=[C:11]([C:13]([CH3:16])([CH3:15])[CH3:14])[NH:10][N:9]=1)=[O:7])[CH3:4].[CH2:17](Br)[CH3:18]. (8) Given the product [CH3:53][O:52][C:49]1[CH:50]=[CH:51][C:46]([CH:37]([C:38]2[CH:43]=[CH:42][C:41]([O:44][CH3:45])=[CH:40][CH:39]=2)[O:36][CH:35]([C:54]2[CH:55]=[CH:56][CH:57]=[CH:58][CH:59]=2)[CH:30]2[N:29]([C:27](=[O:28])[CH2:26][CH2:25][CH2:24][CH2:23][CH2:22][NH:21][C:20]([O:19][CH:16]3[CH2:15][C:14]4[C:2]([CH3:1])([CH:3]5[CH:11]([CH2:12][CH:13]=4)[CH:10]4[C:6]([CH3:69])([CH:7]([CH2:61][CH2:62][CH2:63][CH2:64][CH2:65][CH2:66][CH2:67][CH3:68])[CH2:8][CH2:9]4)[CH2:5][CH2:4]5)[CH2:18][CH2:17]3)=[O:60])[CH2:33][CH:32]([O:34][C:108](=[O:114])[CH2:109][CH2:110][C:111]([OH:113])=[O:112])[CH2:31]2)=[CH:47][CH:48]=1, predict the reactants needed to synthesize it. The reactants are: [CH3:1][C:2]12[CH2:18][CH2:17][CH:16]([O:19][C:20](=[O:60])[NH:21][CH2:22][CH2:23][CH2:24][CH2:25][CH2:26][C:27]([N:29]3[CH2:33][CH:32]([OH:34])[CH2:31][CH:30]3[CH:35]([C:54]3[CH:59]=[CH:58][CH:57]=[CH:56][CH:55]=3)[O:36][CH:37]([C:46]3[CH:51]=[CH:50][C:49]([O:52][CH3:53])=[CH:48][CH:47]=3)[C:38]3[CH:43]=[CH:42][C:41]([O:44][CH3:45])=[CH:40][CH:39]=3)=[O:28])[CH2:15][C:14]1=[CH:13][CH2:12][CH:11]1[CH:3]2[CH2:4][CH2:5][C:6]2([CH3:69])[CH:10]1[CH2:9][CH2:8][CH:7]2[CH2:61][CH2:62][CH2:63][CH2:64][CH2:65][CH2:66][CH2:67][CH3:68].P(OC[C@@H]1CC(O)CN1)(O[C@H]1CC[C@@]2(C)C(=CC[C@@H]3[C@@H]2CC[C@@]2(C)[C@H]3CC[C@@H]2[C@H](C)CCCC(C)C)C1)N.[C:108]1(=[O:114])[O:113][C:111](=[O:112])[CH2:110][CH2:109]1.C(N(CC)CC)C.